This data is from Aqueous solubility values for 9,982 compounds from the AqSolDB database. The task is: Regression/Classification. Given a drug SMILES string, predict its absorption, distribution, metabolism, or excretion properties. Task type varies by dataset: regression for continuous measurements (e.g., permeability, clearance, half-life) or binary classification for categorical outcomes (e.g., BBB penetration, CYP inhibition). For this dataset (solubility_aqsoldb), we predict Y. (1) The Y is -1.77 log mol/L. The compound is CCc1cc(C)cc(O)c1. (2) The Y is -0.722 log mol/L. The compound is CC(=O)C(C)(C)C. (3) The compound is COC(=O)c1cc([N+](=O)[O-])ccc1C(=O)[O-]. The Y is -1.72 log mol/L. (4) The molecule is Cc1cc(C(=O)CC(C)C)ccc1O. The Y is -1.98 log mol/L. (5) The Y is -1.23 log mol/L. The molecule is OCCOc1ccc(OCCO)cc1. (6) The molecule is CCCOCCC(=O)OCCC. The Y is -1.68 log mol/L.